From a dataset of Full USPTO retrosynthesis dataset with 1.9M reactions from patents (1976-2016). Predict the reactants needed to synthesize the given product. (1) Given the product [C:24]1([C:21]2([C:30]3[CH:31]=[CH:32][C:33]([OH:36])=[CH:34][CH:35]=3)[CH2:20][CH2:19][NH:18][CH2:23][CH2:22]2)[CH:25]=[CH:26][CH:27]=[CH:28][CH:29]=1, predict the reactants needed to synthesize it. The reactants are: C1C2C(COC([N:18]3[CH2:23][CH2:22][C:21]([C:30]4[CH:35]=[CH:34][C:33]([OH:36])=[CH:32][CH:31]=4)([C:24]4[CH:29]=[CH:28][CH:27]=[CH:26][CH:25]=4)[CH2:20][CH2:19]3)=O)C3C(=CC=CC=3)C=2C=CC=1.N1CCCCC1. (2) Given the product [OH:1][CH:2]1[CH:7]([OH:8])[CH:6]2[CH2:9][CH:3]1[C:4](=[O:10])[N:5]2[CH:11]=[CH2:16], predict the reactants needed to synthesize it. The reactants are: [OH:1][CH:2]1[CH:7]([OH:8])[CH:6]2[CH2:9][CH:3]1[C:4](=[O:10])[NH:5]2.[CH:11]12CC(C=[CH:16]1)C(=O)N2.S(=O)(O)[O-].[Na+].C(OC=C)(=O)C.